Dataset: Full USPTO retrosynthesis dataset with 1.9M reactions from patents (1976-2016). Task: Predict the reactants needed to synthesize the given product. (1) Given the product [ClH:18].[CH2:1]([O:3][C:4](=[O:13])[CH2:5][C:6]1[CH:11]=[CH:10][CH:9]=[C:8]([NH:12][NH2:14])[CH:7]=1)[CH3:2], predict the reactants needed to synthesize it. The reactants are: [CH2:1]([O:3][C:4](=[O:13])[CH2:5][C:6]1[CH:11]=[CH:10][CH:9]=[C:8]([NH2:12])[CH:7]=1)[CH3:2].[N:14]([O-])=O.[Na+].[ClH:18]. (2) The reactants are: P12(SP3(SP(SP(S3)(S1)=S)(=S)S2)=S)=[S:2].C([O-])([O-])=O.[Na+].[Na+].[F:21][C:22]1[CH:23]=[C:24]([C@H:28]2[NH:33][C:32](=O)[CH2:31][O:30][CH2:29]2)[CH:25]=[CH:26][CH:27]=1. Given the product [F:21][C:22]1[CH:23]=[C:24]([C@H:28]2[NH:33][C:32](=[S:2])[CH2:31][O:30][CH2:29]2)[CH:25]=[CH:26][CH:27]=1, predict the reactants needed to synthesize it. (3) Given the product [F:9][C:7]([C:10]1[N:15]=[C:14]([C:16]2[NH:26][C:24](=[O:25])[NH:23][C:21](=[O:22])[N:20]=2)[CH:13]=[CH:12][CH:11]=1)([F:6])[CH3:8], predict the reactants needed to synthesize it. The reactants are: CC[O-].[Na+].[Na].[F:6][C:7]([C:10]1[N:15]=[C:14]([C:16](OC)=O)[CH:13]=[CH:12][CH:11]=1)([F:9])[CH3:8].[NH2:20][C:21]([NH:23][C:24]([NH2:26])=[O:25])=[O:22]. (4) Given the product [OH:89][CH2:90][CH2:91][N:92]1[CH2:97][CH2:96][N:95]([CH2:98][C:99]([NH:1][C@:2]23[CH2:37][CH2:36][C@@H:35]([C:38]([CH3:40])=[CH2:39])[C@@H:3]2[C@@H:4]2[C@@:17]([CH3:20])([CH2:18][CH2:19]3)[C@@:16]3([CH3:21])[C@@H:7]([C@:8]4([CH3:34])[C@@H:13]([CH2:14][CH2:15]3)[C:12]([CH3:22])([CH3:23])[C:11]([C:24]3[CH:33]=[CH:32][C:27]([C:28]([OH:30])=[O:29])=[CH:26][CH:25]=3)=[CH:10][CH2:9]4)[CH2:6][CH2:5]2)=[O:100])[CH2:94][CH2:93]1, predict the reactants needed to synthesize it. The reactants are: [NH2:1][C@:2]12[CH2:37][CH2:36][C@@H:35]([C:38]([CH3:40])=[CH2:39])[C@@H:3]1[C@@H:4]1[C@@:17]([CH3:20])([CH2:18][CH2:19]2)[C@@:16]2([CH3:21])[C@@H:7]([C@:8]3([CH3:34])[C@@H:13]([CH2:14][CH2:15]2)[C:12]([CH3:23])([CH3:22])[C:11]([C:24]2[CH:33]=[CH:32][C:27]([C:28]([O:30]C)=[O:29])=[CH:26][CH:25]=2)=[CH:10][CH2:9]3)[CH2:6][CH2:5]1.CN(C)CCC(N[C@]12CC[C@@H](C(C)=C)[C@@H]1[C@@H]1[C@@](C)(CC2)[C@@]2(C)[C@@H]([C@]3(C)[C@@H](CC2)C(C)(C)C(C2C=CC(C(O)=O)=CC=2)=CC3)CC1)=O.Cl.Cl.[OH:89][CH2:90][CH2:91][N:92]1[CH2:97][CH2:96][N:95]([CH2:98][C:99](O)=[O:100])[CH2:94][CH2:93]1.